Dataset: CYP1A2 inhibition data for predicting drug metabolism from PubChem BioAssay. Task: Regression/Classification. Given a drug SMILES string, predict its absorption, distribution, metabolism, or excretion properties. Task type varies by dataset: regression for continuous measurements (e.g., permeability, clearance, half-life) or binary classification for categorical outcomes (e.g., BBB penetration, CYP inhibition). Dataset: cyp1a2_veith. (1) The drug is COc1cc(CNCCc2ccccc2)ccc1OCC(=O)NC(C)(C)C.Cl. The result is 0 (non-inhibitor). (2) The compound is CCOC(=O)Cc1csc(NC(=O)CCCCCN2C(=O)c3ccccc3C2=O)n1. The result is 1 (inhibitor). (3) The compound is COc1ccccc1OCC(=O)N/N=C1/SCC(=O)N1Cc1ccccc1. The result is 1 (inhibitor). (4) The molecule is Nc1nc(-c2ccco2)nn1C(=O)c1ccc(Cl)cc1. The result is 1 (inhibitor). (5) The molecule is O=C(CSCc1ccccc1)Nc1ccc(S(=O)(=O)N2CCOCC2)cc1. The result is 0 (non-inhibitor).